This data is from Full USPTO retrosynthesis dataset with 1.9M reactions from patents (1976-2016). The task is: Predict the reactants needed to synthesize the given product. (1) Given the product [Si:28]([O:1][CH2:2][C@H:3]1[CH2:4][CH2:5][C@H:6]([C:9]([OH:11])=[O:10])[CH2:7][CH2:8]1)([C:31]([CH3:34])([CH3:33])[CH3:32])([CH3:30])[CH3:29], predict the reactants needed to synthesize it. The reactants are: [OH:1][CH2:2][C@H:3]1[CH2:8][CH2:7][C@H:6]([C:9]([OH:11])=[O:10])[CH2:5][CH2:4]1.N1C(C)=CC=CC=1C.O([Si:28]([C:31]([CH3:34])([CH3:33])[CH3:32])([CH3:30])[CH3:29])S(C(F)(F)F)(=O)=O. (2) Given the product [O:18]1[CH:19]=[CH:20][CH:21]=[C:17]1[C:15]1[N:16]=[C:12]([NH:11][C:2]([C:3]2[CH:4]=[N:5][CH:6]=[CH:7][CH:8]=2)=[O:9])[S:13][C:14]=1[N:22]1[CH2:27][CH2:26][O:25][CH2:24][CH2:23]1, predict the reactants needed to synthesize it. The reactants are: Cl.[C:2](Cl)(=[O:9])[C:3]1[CH:8]=[CH:7][CH:6]=[N:5][CH:4]=1.[NH2:11][C:12]1[S:13][C:14]([N:22]2[CH2:27][CH2:26][O:25][CH2:24][CH2:23]2)=[C:15]([C:17]2[O:18][CH:19]=[CH:20][CH:21]=2)[N:16]=1. (3) Given the product [NH2:1][C:2]1[N:7]=[CH:6][N:5]=[C:4]2[N:8]([C@@H:24]3[CH2:25][C@H:26]([OH:28])[CH2:27]3)[N:9]=[C:10]([C:11]3[CH:12]=[CH:13][C:14]([O:17][C:18]4[CH:23]=[CH:22][CH:21]=[CH:20][CH:19]=4)=[CH:15][CH:16]=3)[C:3]=12, predict the reactants needed to synthesize it. The reactants are: [NH2:1][C:2]1[N:7]=[CH:6][N:5]=[C:4]2[N:8]([CH:24]3[CH2:27][C:26](=[O:28])[CH2:25]3)[N:9]=[C:10]([C:11]3[CH:16]=[CH:15][C:14]([O:17][C:18]4[CH:23]=[CH:22][CH:21]=[CH:20][CH:19]=4)=[CH:13][CH:12]=3)[C:3]=12.[BH4-].[Na+]. (4) Given the product [CH3:9][O:10][C:11]1[CH:19]=[C:18]2[C:14]([CH2:15][C:16]3[C:2]4[CH:3]=[CH:4][CH:5]=[CH:6][C:1]=4[NH:7][C:17]=32)=[CH:13][CH:12]=1, predict the reactants needed to synthesize it. The reactants are: [C:1]1([NH:7]N)[CH:6]=[CH:5][CH:4]=[CH:3][CH:2]=1.[CH3:9][O:10][C:11]1[CH:19]=[C:18]2[C:14]([CH2:15][CH2:16][C:17]2=O)=[CH:13][CH:12]=1.[OH-].[Na+]. (5) Given the product [N:25]1([C:30]2[CH:31]=[C:32]([NH:33][C:16]([C:14]3[CH2:13][CH2:12][O:11][C:10]4[C:5]([S:2]([CH3:1])(=[O:3])=[O:4])=[CH:6][CH:7]=[CH:8][C:9]=4[CH:15]=3)=[O:18])[CH:34]=[CH:35][CH:36]=2)[CH:29]=[CH:28][N:27]=[CH:26]1, predict the reactants needed to synthesize it. The reactants are: [CH3:1][S:2]([C:5]1[C:10]2[O:11][CH2:12][CH2:13][C:14]([C:16]([OH:18])=O)=[CH:15][C:9]=2[CH:8]=[CH:7][CH:6]=1)(=[O:4])=[O:3].C(Cl)(=O)C(Cl)=O.[N:25]1([C:30]2[CH:31]=[C:32]([CH:34]=[CH:35][CH:36]=2)[NH2:33])[CH:29]=[CH:28][N:27]=[CH:26]1. (6) Given the product [NH2:1][C:2]1[N:10]=[C:9]2[C:5]([N:6]=[CH:7][N:8]2[CH2:11][C:12]([NH:39][CH2:32][C:33]2[CH:38]=[CH:37][CH:36]=[CH:35][CH:34]=2)=[O:14])=[C:4]([C:15]2[O:16][CH:17]=[CH:18][CH:19]=2)[N:3]=1, predict the reactants needed to synthesize it. The reactants are: [NH2:1][C:2]1[N:10]=[C:9]2[C:5]([N:6]=[CH:7][N:8]2[CH2:11][C:12]([OH:14])=O)=[C:4]([C:15]2[O:16][CH:17]=[CH:18][CH:19]=2)[N:3]=1.C(C1NC=CN=1)(C1NC=CN=1)=O.[CH2:32]([NH2:39])[C:33]1[CH:38]=[CH:37][CH:36]=[CH:35][CH:34]=1. (7) The reactants are: Cl[C:2]1[CH:7]=[CH:6][N:5]2[N:8]=[CH:9][C:10]([C:11]([O:13][CH2:14][CH3:15])=[O:12])=[C:4]2[N:3]=1.[F:16][C:17]([F:28])([F:27])[C:18]1[CH:23]=[CH:22][CH:21]=[CH:20][C:19]=1B(O)O.C([O-])([O-])=O.[Cs+].[Cs+].CCOC(C)=O. Given the product [F:16][C:17]([F:28])([F:27])[C:18]1[CH:23]=[CH:22][CH:21]=[CH:20][C:19]=1[C:2]1[CH:7]=[CH:6][N:5]2[N:8]=[CH:9][C:10]([C:11]([O:13][CH2:14][CH3:15])=[O:12])=[C:4]2[N:3]=1, predict the reactants needed to synthesize it.